From a dataset of Catalyst prediction with 721,799 reactions and 888 catalyst types from USPTO. Predict which catalyst facilitates the given reaction. (1) Reactant: [Cl:1][C:2]1[CH:7]=[CH:6][C:5]([C@H:8]2[C@H:13]([O:14][CH2:15][C:16]3[CH:21]=[CH:20][CH:19]=[CH:18][CH:17]=3)[C@@H:12]([O:22][CH2:23][C:24]3[CH:29]=[CH:28][CH:27]=[CH:26][CH:25]=3)[C@H:11]([O:30][CH2:31][C:32]3[CH:37]=[CH:36][CH:35]=[CH:34][CH:33]=3)[C@@H:10]([CH2:38][O:39][CH2:40][C:41]3[CH:46]=[CH:45][CH:44]=[CH:43][CH:42]=3)[O:9]2)=[CH:4][C:3]=1[CH2:47]O.P(Br)(Br)[Br:50].N1C=CC=CC=1. Product: [CH2:31]([O:30][C@H:11]1[C@H:12]([O:22][CH2:23][C:24]2[CH:29]=[CH:28][CH:27]=[CH:26][CH:25]=2)[C@@H:13]([O:14][CH2:15][C:16]2[CH:21]=[CH:20][CH:19]=[CH:18][CH:17]=2)[C@H:8]([C:5]2[CH:6]=[CH:7][C:2]([Cl:1])=[C:3]([CH2:47][Br:50])[CH:4]=2)[O:9][C@@H:10]1[CH2:38][O:39][CH2:40][C:41]1[CH:46]=[CH:45][CH:44]=[CH:43][CH:42]=1)[C:32]1[CH:37]=[CH:36][CH:35]=[CH:34][CH:33]=1. The catalyst class is: 28. (2) Reactant: [C:1]([O:5][CH2:6][CH2:7][N:8]1[C:16]2[C:11](=[CH:12][CH:13]=[C:14]([F:17])[CH:15]=2)[C:10]([C:18](=[O:27])[CH:19](Cl)[C:20]2[CH:25]=[CH:24][CH:23]=[CH:22][CH:21]=2)=[CH:9]1)([CH3:4])([CH3:3])[CH3:2].[CH3:28][O:29][C:30]1[CH:35]=[CH:34][CH:33]=[C:32]([NH2:36])[CH:31]=1. Product: [C:1]([O:5][CH2:6][CH2:7][N:8]1[C:16]2[C:11](=[CH:12][CH:13]=[C:14]([F:17])[CH:15]=2)[C:10]([C:18](=[O:27])[CH:19]([NH:36][C:32]2[CH:33]=[CH:34][CH:35]=[C:30]([O:29][CH3:28])[CH:31]=2)[C:20]2[CH:25]=[CH:24][CH:23]=[CH:22][CH:21]=2)=[CH:9]1)([CH3:4])([CH3:3])[CH3:2]. The catalyst class is: 10. (3) Reactant: [Br:1][C:2]1[CH:7]=[C:6]([N+:8]([O-:10])=[O:9])[C:5]([OH:11])=[C:4]([Cl:12])[CH:3]=1.Br[CH2:14][C:15]([O:17][CH3:18])=[O:16].C([O-])([O-])=O.[K+].[K+].O. Product: [Br:1][C:2]1[CH:7]=[C:6]([N+:8]([O-:10])=[O:9])[C:5]([O:11][CH2:14][C:15]([O:17][CH3:18])=[O:16])=[C:4]([Cl:12])[CH:3]=1. The catalyst class is: 3. (4) Reactant: [C:1]([O:5][C:6]([N:8]1[CH2:13][CH2:12][S:11][CH:10]([C:14]([OH:16])=O)[CH2:9]1)=[O:7])([CH3:4])([CH3:3])[CH3:2].C1C=CC2N(O)N=[N:23]C=2C=1.CCN=C=NCCCN(C)C.Cl.N. Product: [C:14]([CH:10]1[S:11][CH2:12][CH2:13][N:8]([C:6]([O:5][C:1]([CH3:4])([CH3:3])[CH3:2])=[O:7])[CH2:9]1)(=[O:16])[NH2:23]. The catalyst class is: 31. (5) Reactant: [C:1]([C:4]1[CH:9]=[CH:8][C:7]([NH:10][C:11](=[O:13])[CH3:12])=[CH:6][C:5]=1[OH:14])(=[O:3])[CH3:2].[CH2:15](Br)[CH:16]=[CH2:17].C(=O)([O-])[O-].[K+].[K+].O. Product: [C:1]([C:4]1[CH:9]=[CH:8][C:7]([NH:10][C:11](=[O:13])[CH3:12])=[CH:6][C:5]=1[O:14][CH2:17][CH:16]=[CH2:15])(=[O:3])[CH3:2]. The catalyst class is: 42. (6) Reactant: [CH2:1]([SH:3])[CH3:2].[H-].[Na+].[C:6]([O:10][C:11]([N:13]1[CH2:17][CH2:16][C@H:15]([C@@H:18]2[CH2:20][O:19]2)[CH2:14]1)=[O:12])([CH3:9])([CH3:8])[CH3:7].O. Product: [C:6]([O:10][C:11]([N:13]1[CH2:17][CH2:16][C@H:15]([C@@H:18]([OH:19])[CH2:20][S:3][CH2:1][CH3:2])[CH2:14]1)=[O:12])([CH3:9])([CH3:8])[CH3:7]. The catalyst class is: 1. (7) Reactant: [CH:1]1([C:7]2[C:8]3[CH:26]=[CH:25][C:24]([C:27]([O:29][CH2:30][CH3:31])=[O:28])=[N:23][C:9]=3[N:10]3[C:16]=2[C:15]2[CH:17]=[CH:18][C:19]([OH:21])=[CH:20][C:14]=2[C:13](=[O:22])[CH2:12][CH2:11]3)[CH2:6][CH2:5][CH2:4][CH2:3][CH2:2]1.C(=O)([O-])[O-].[K+].[K+].[CH2:38](Br)[C:39]1[CH:44]=[CH:43][CH:42]=[CH:41][CH:40]=1.C(=O)([O-])O.[Na+]. Product: [CH2:38]([O:21][C:19]1[CH:18]=[CH:17][C:15]2[C:16]3[N:10]([CH2:11][CH2:12][C:13](=[O:22])[C:14]=2[CH:20]=1)[C:9]1[N:23]=[C:24]([C:27]([O:29][CH2:30][CH3:31])=[O:28])[CH:25]=[CH:26][C:8]=1[C:7]=3[CH:1]1[CH2:2][CH2:3][CH2:4][CH2:5][CH2:6]1)[C:39]1[CH:44]=[CH:43][CH:42]=[CH:41][CH:40]=1. The catalyst class is: 9. (8) The catalyst class is: 11. Reactant: [CH3:1][C:2]1[C:11]2[CH:10]=[CH:9][CH:8]=[C:7]([NH2:12])[C:6]=2[CH:5]=[C:4]([CH3:13])[N:3]=1.[Br:14][C:15]1[CH:20]=[CH:19][C:18]([CH2:21][N:22]=[C:23]=[O:24])=[CH:17][CH:16]=1. Product: [Br:14][C:15]1[CH:16]=[CH:17][C:18]([CH2:21][NH:22][C:23]([NH:12][C:7]2[CH:8]=[CH:9][CH:10]=[C:11]3[C:6]=2[CH:5]=[C:4]([CH3:13])[N:3]=[C:2]3[CH3:1])=[O:24])=[CH:19][CH:20]=1. (9) Reactant: [F:1][C:2]1[CH:3]=[CH:4][C:5]([C:8]2[N:9]=[CH:10][NH:11][CH:12]=2)=[N:6][CH:7]=1.F[C:14]1[CH:15]=[C:16]([CH:19]=[CH:20][CH:21]=1)[C:17]#[N:18].C(=O)([O-])[O-].[K+].[K+].CN(C)C=O. Product: [C:17]([C:16]1[CH:15]=[C:14]([N:11]2[CH:12]=[C:8]([C:5]3[CH:4]=[CH:3][C:2]([F:1])=[CH:7][N:6]=3)[N:9]=[CH:10]2)[CH:21]=[CH:20][CH:19]=1)#[N:18]. The catalyst class is: 22. (10) Reactant: CN(C(ON1N=NC2C=CC=NC1=2)=[N+](C)C)C.F[P-](F)(F)(F)(F)F.[NH2:25][C:26]1[C:27]([C:36]([OH:38])=O)=[CH:28][C:29]2[C:34]([CH:35]=1)=[CH:33][CH:32]=[CH:31][CH:30]=2.[CH3:39][O:40][CH2:41][CH2:42][O:43][CH2:44][C@@H:45]([C:47]([O:49][CH3:50])=[O:48])[NH2:46].C(N(C(C)C)CC)(C)C. Product: [NH2:25][C:26]1[C:27]([C:36]([NH:46][C@H:45]([C:47]([O:49][CH3:50])=[O:48])[CH2:44][O:43][CH2:42][CH2:41][O:40][CH3:39])=[O:38])=[CH:28][C:29]2[C:34]([CH:35]=1)=[CH:33][CH:32]=[CH:31][CH:30]=2. The catalyst class is: 3.